Dataset: Reaction yield outcomes from USPTO patents with 853,638 reactions. Task: Predict the reaction yield, written as a fraction of the theoretical maximum amount of product (1.0 means a 100% yield; for example, 0.34 means a 34% yield). (1) The catalyst is C(Cl)Cl. The product is [CH3:1][O:2][C:3]1[CH:4]=[C:5]2[C:10](=[CH:11][C:12]=1[O:13][CH3:14])[N:9]=[CH:8][CH:7]=[C:6]2[O:15][C:16]1[CH:22]=[CH:21][C:19]([NH:20][C:43](=[O:49])[O:44][CH2:45][CH2:58][CH2:57][O:56][C:55]2[CH:61]=[CH:62][CH:63]=[C:53]([O:52][CH3:51])[CH:54]=2)=[C:18]([CH3:23])[C:17]=1[CH3:24]. The yield is 0.660. The reactants are [CH3:1][O:2][C:3]1[CH:4]=[C:5]2[C:10](=[CH:11][C:12]=1[O:13][CH3:14])[N:9]=[CH:8][CH:7]=[C:6]2[O:15][C:16]1[CH:22]=[CH:21][C:19]([NH2:20])=[C:18]([CH3:23])[C:17]=1[CH3:24].C1(C)C=CC=CC=1.C(N(CC)CC)C.ClC(Cl)(O[C:43](=[O:49])[O:44][C:45](Cl)(Cl)Cl)Cl.[CH3:51][O:52][C:53]1[CH:54]=[C:55]([CH:61]=[CH:62][CH:63]=1)[O:56][CH2:57][CH2:58]CO. (2) The reactants are [C:1]1([CH2:11][NH:12][S:13]([C:16]2[CH:17]=[C:18]([CH:22]=[CH:23][C:24]([OH:26])=O)[CH:19]=[CH:20][CH:21]=2)(=[O:15])=[O:14])[C:10]2[C:5](=[CH:6][CH:7]=[CH:8][CH:9]=2)[CH:4]=[CH:3][CH:2]=1.[Cl:27]CCl. The catalyst is CN(C)C=O. The product is [C:1]1([CH2:11][NH:12][S:13]([C:16]2[CH:17]=[C:18]([CH:22]=[CH:23][C:24]([Cl:27])=[O:26])[CH:19]=[CH:20][CH:21]=2)(=[O:15])=[O:14])[C:10]2[C:5](=[CH:6][CH:7]=[CH:8][CH:9]=2)[CH:4]=[CH:3][CH:2]=1. The yield is 0.980. (3) The reactants are [CH3:1][N:2]1[C:7](=[O:8])[CH:6]=[C:5]([Cl:9])[NH:4][C:3]1=[O:10].Br[CH2:12][C:13]1[CH:20]=[C:19]([F:21])[CH:18]=[CH:17][C:14]=1[C:15]#[N:16].C([O-])([O-])=O.[K+].[K+]. The catalyst is CS(C)=O.O. The product is [Cl:9][C:5]1[N:4]([CH2:12][C:13]2[CH:20]=[C:19]([F:21])[CH:18]=[CH:17][C:14]=2[C:15]#[N:16])[C:3](=[O:10])[N:2]([CH3:1])[C:7](=[O:8])[CH:6]=1. The yield is 0.600. (4) The product is [Cl:19][C:20]1[CH:25]=[C:24]([B:9]2[O:10][C:11]([CH3:16])([CH3:17])[C:12]([CH3:14])([CH3:15])[O:13]2)[CH:23]=[C:22]([Cl:26])[C:21]=1[O:27][C:28]([F:29])([F:30])[F:31]. The reactants are [CH3:16][C:11]1([CH3:17])[C:12]([CH3:15])([CH3:14])[O:13][B:9]([B:9]2[O:13][C:12]([CH3:15])([CH3:14])[C:11]([CH3:17])([CH3:16])[O:10]2)[O:10]1.[Cl:19][C:20]1[CH:25]=[CH:24][CH:23]=[C:22]([Cl:26])[C:21]=1[O:27][C:28]([F:31])([F:30])[F:29]. The yield is 0.285. The catalyst is CCCCCCC.C(C1C=CC=C(C(C)C)C=1N=CC1C=CC=CN=1)(C)C. (5) The reactants are Cl.[CH2:2]([C:4]1[S:24][C:7]2[N:8]=[C:9]([S:18][CH2:19][C:20]([O:22][CH3:23])=[O:21])[N:10]=[C:11]([N:12]3[CH2:17][CH2:16][NH:15][CH2:14][CH2:13]3)[C:6]=2[CH:5]=1)[CH3:3].C(N(C(C)C)CC)(C)C.[CH3:34][CH:35]([CH2:40][C:41]([CH3:44])([CH3:43])[CH3:42])[CH2:36][C:37](Cl)=[O:38]. The catalyst is CN(C=O)C. The product is [CH2:2]([C:4]1[S:24][C:7]2[N:8]=[C:9]([S:18][CH2:19][C:20]([O:22][CH3:23])=[O:21])[N:10]=[C:11]([N:12]3[CH2:17][CH2:16][N:15]([C:37](=[O:38])[CH2:36][CH:35]([CH3:34])[CH2:40][C:41]([CH3:44])([CH3:43])[CH3:42])[CH2:14][CH2:13]3)[C:6]=2[CH:5]=1)[CH3:3]. The yield is 0.780. (6) The reactants are [CH3:1][C:2]1[CH:6]=[C:5]([C:7]([OH:9])=O)[N:4]([CH2:10][C:11]([F:14])([F:13])[F:12])[N:3]=1.O1CCCC1.C(Cl)(=O)C(Cl)=O.[NH2:26][C:27]1[CH:28]=[C:29]([CH:46]=[CH:47][CH:48]=1)[O:30][C:31]1[CH:32]=[CH:33][C:34]2[N:35]([N:37]=[C:38]([NH:40][C:41]([CH:43]3[CH2:45][CH2:44]3)=[O:42])[N:39]=2)[CH:36]=1. The catalyst is CN(C)C=O.CN(C)C(=O)C. The product is [CH:43]1([C:41]([NH:40][C:38]2[N:39]=[C:34]3[CH:33]=[CH:32][C:31]([O:30][C:29]4[CH:28]=[C:27]([NH:26][C:7]([C:5]5[N:4]([CH2:10][C:11]([F:14])([F:13])[F:12])[N:3]=[C:2]([CH3:1])[CH:6]=5)=[O:9])[CH:48]=[CH:47][CH:46]=4)=[CH:36][N:35]3[N:37]=2)=[O:42])[CH2:44][CH2:45]1. The yield is 0.860. (7) The catalyst is C(Cl)(Cl)Cl. The reactants are Br[CH2:2][C:3]([C:5]1[CH:10]=[CH:9][CH:8]=[C:7]([O:11][CH3:12])[CH:6]=1)=[O:4].C(O)C.[CH2:16]([NH2:23])[C:17]1[CH:22]=[CH:21][CH:20]=[CH:19][CH:18]=1.[BH4-].[Na+]. The product is [CH2:16]([NH:23][CH2:2][CH:3]([C:5]1[CH:10]=[CH:9][CH:8]=[C:7]([O:11][CH3:12])[CH:6]=1)[OH:4])[C:17]1[CH:22]=[CH:21][CH:20]=[CH:19][CH:18]=1. The yield is 0.580. (8) The reactants are [C:1]([N:8]1[CH2:13][CH2:12][CH:11]([S:14][C:15]2[CH:20]=[CH:19][C:18]([Br:21])=[CH:17][CH:16]=2)[CH2:10][CH2:9]1)([O:3][C:4]([CH3:7])([CH3:6])[CH3:5])=[O:2].[OH:22]OS([O-])=O.[K+]. The catalyst is C(Cl)(Cl)Cl. The product is [C:1]([N:8]1[CH2:13][CH2:12][CH:11]([S:14]([C:15]2[CH:20]=[CH:19][C:18]([Br:21])=[CH:17][CH:16]=2)=[O:22])[CH2:10][CH2:9]1)([O:3][C:4]([CH3:7])([CH3:6])[CH3:5])=[O:2]. The yield is 0.690. (9) The reactants are [CH3:1][S:2](Cl)(=[O:4])=[O:3].[F:6][C:7]1[CH:12]=[CH:11][C:10]([C:13]2[N:18]=[C:17]([NH:19][C:20]([C:22]3[O:23][CH:24]=[CH:25][CH:26]=3)=[O:21])[C:16]([CH2:27][OH:28])=[C:15]([C:29]3[CH:34]=[CH:33][CH:32]=[C:31]([N+:35]([O-:37])=[O:36])[CH:30]=3)[CH:14]=2)=[C:9]([O:38][CH2:39][O:40][CH3:41])[CH:8]=1.C(N(CC)CC)C. The catalyst is ClCCl.C(=O)([O-])O.[Na+]. The product is [CH3:1][S:2]([O:28][CH2:27][C:16]1[C:17]([NH:19][C:20]([C:22]2[O:23][CH:24]=[CH:25][CH:26]=2)=[O:21])=[N:18][C:13]([C:10]2[CH:11]=[CH:12][C:7]([F:6])=[CH:8][C:9]=2[O:38][CH2:39][O:40][CH3:41])=[CH:14][C:15]=1[C:29]1[CH:34]=[CH:33][CH:32]=[C:31]([N+:35]([O-:37])=[O:36])[CH:30]=1)(=[O:4])=[O:3]. The yield is 1.00.